This data is from TCR-epitope binding with 47,182 pairs between 192 epitopes and 23,139 TCRs. The task is: Binary Classification. Given a T-cell receptor sequence (or CDR3 region) and an epitope sequence, predict whether binding occurs between them. (1) Result: 0 (the TCR does not bind to the epitope). The TCR CDR3 sequence is CASSPGTASTDTQYF. The epitope is AYAQKIFKI. (2) The epitope is IPSINVHHY. The TCR CDR3 sequence is CASSLQGYTEAFF. Result: 0 (the TCR does not bind to the epitope).